Dataset: Aqueous solubility values for 9,982 compounds from the AqSolDB database. Task: Regression/Classification. Given a drug SMILES string, predict its absorption, distribution, metabolism, or excretion properties. Task type varies by dataset: regression for continuous measurements (e.g., permeability, clearance, half-life) or binary classification for categorical outcomes (e.g., BBB penetration, CYP inhibition). For this dataset (solubility_aqsoldb), we predict Y. (1) The molecule is CCCOP(=O)(OC)OCCC. The Y is -0.659 log mol/L. (2) The drug is CC(C)NCc1cccc(S(=O)(=O)c2csc(S(N)(=O)=O)c2)c1. The Y is -1.56 log mol/L. (3) The drug is Cc1c[nH]c2ccccc12. The Y is -2.42 log mol/L. (4) The drug is CN(C(=O)CNC(=O)CN)c1ccc(Cl)cc1C(=O)c1ccccc1Cl. The Y is -2.33 log mol/L. (5) The drug is O=Cc1cccc(O)c1. The Y is -1.23 log mol/L. (6) The drug is OCCN1CCN(CCCN2c3ccccc3Sc3ccc(Cl)cc32)CC1. The Y is -4.15 log mol/L. (7) The drug is NN. The Y is 1.49 log mol/L.